Dataset: Catalyst prediction with 721,799 reactions and 888 catalyst types from USPTO. Task: Predict which catalyst facilitates the given reaction. (1) Reactant: [Br:1][C:2]1[CH:3]=[C:4]2[C:9](=[CH:10][CH:11]=1)[N:8]=[C:7](Cl)[C:6]([CH2:13][C:14]1[CH:15]=[N:16][C:17]([C:20]([F:23])([F:22])[F:21])=[CH:18][CH:19]=1)=[C:5]2[Cl:24].C[O-].[Na+].[C:28](=O)(O)[O-:29].[Na+]. Product: [Br:1][C:2]1[CH:3]=[C:4]2[C:9](=[CH:10][CH:11]=1)[N:8]=[C:7]([O:29][CH3:28])[C:6]([CH2:13][C:14]1[CH:15]=[N:16][C:17]([C:20]([F:23])([F:22])[F:21])=[CH:18][CH:19]=1)=[C:5]2[Cl:24]. The catalyst class is: 11. (2) Reactant: Br[C:2]1[S:6][C:5]([CH3:7])=[N:4][C:3]=1[CH:8]1[CH2:13][CH2:12][CH2:11][CH2:10][CH:9]1[C:14]([NH:16][CH2:17][C:18]#[N:19])=[O:15].[N:20]1([C:26]([C:28]2[CH:33]=[CH:32][C:31](B(O)O)=[CH:30][CH:29]=2)=[O:27])[CH2:25][CH2:24][O:23][CH2:22][CH2:21]1.C([O-])([O-])=O.[Na+].[Na+]. Product: [C:18]([CH2:17][NH:16][C:14]([C@@H:9]1[CH2:10][CH2:11][CH2:12][CH2:13][C@H:8]1[C:3]1[N:4]=[C:5]([CH3:7])[S:6][C:2]=1[C:31]1[CH:30]=[CH:29][C:28]([C:26]([N:20]2[CH2:25][CH2:24][O:23][CH2:22][CH2:21]2)=[O:27])=[CH:33][CH:32]=1)=[O:15])#[N:19]. The catalyst class is: 38.